From a dataset of HIV replication inhibition screening data with 41,000+ compounds from the AIDS Antiviral Screen. Binary Classification. Given a drug SMILES string, predict its activity (active/inactive) in a high-throughput screening assay against a specified biological target. (1) The compound is CCCCCCCCCc1ccc(Oc2ccc3c(c2)C2=NC3=NC3=NC(=NC4=NC(=NC5=NC(=N2)c2ccc(Oc6ccc(CCCCCCCCC)cc6)cc25)c2ccc(Oc5ccc(CCCCCCCCC)cc5)cc24)c2cc(Oc4ccc(CCCCCCCCC)cc4)ccc23)cc1. The result is 0 (inactive). (2) The compound is COC(=O)C1Cc2cc3c(cc2C1=O)CCC3. The result is 0 (inactive).